This data is from Reaction yield outcomes from USPTO patents with 853,638 reactions. The task is: Predict the reaction yield, written as a fraction of the theoretical maximum amount of product (1.0 means a 100% yield; for example, 0.34 means a 34% yield). (1) The yield is 0.750. The reactants are Cl[N:2]1[C@@H:7]([CH3:8])[CH2:6][N:5]([C:9]([O:11][C:12]([CH3:15])([CH3:14])[CH3:13])=[O:10])[C@H:4]([CH3:16])[CH2:3]1.Br[C:18]1[CH:19]=[CH:20][C:21]([N+:24]([O-:26])=[O:25])=[N:22][CH:23]=1. The product is [C:12]([O:11][C:9]([N:5]1[CH2:6][C@H:7]([CH3:8])[N:2]([C:18]2[CH:23]=[N:22][C:21]([N+:24]([O-:26])=[O:25])=[CH:20][CH:19]=2)[CH2:3][C@H:4]1[CH3:16])=[O:10])([CH3:15])([CH3:14])[CH3:13]. No catalyst specified. (2) The reactants are [F:1][C:2]([F:23])([F:22])[C:3]1[CH:4]=[C:5]([CH:19]=[CH:20][CH:21]=1)[C:6]([NH:8][C:9]1[CH:10]=[CH:11][C:12]([CH3:18])=[C:13]([CH:17]=1)[C:14]([OH:16])=O)=[O:7].ClC1N=C(OC)N=C(OC)N=1.CN1CCOCC1.[N:42]1([CH2:47][CH2:48][NH:49][C:50]([C:52]2[CH:57]=[CH:56][C:55]([NH:58][C:59]3[N:64]=[CH:63][C:62]([NH2:65])=[CH:61][N:60]=3)=[CH:54][N:53]=2)=[O:51])[CH2:46][CH2:45][CH2:44][CH2:43]1. The catalyst is C(Cl)Cl. The product is [N:42]1([CH2:47][CH2:48][NH:49][C:50]([C:52]2[CH:57]=[CH:56][C:55]([NH:58][C:59]3[N:60]=[CH:61][C:62]([NH:65][C:14](=[O:16])[C:13]4[CH:17]=[C:9]([NH:8][C:6](=[O:7])[C:5]5[CH:19]=[CH:20][CH:21]=[C:3]([C:2]([F:1])([F:23])[F:22])[CH:4]=5)[CH:10]=[CH:11][C:12]=4[CH3:18])=[CH:63][N:64]=3)=[CH:54][N:53]=2)=[O:51])[CH2:46][CH2:45][CH2:44][CH2:43]1. The yield is 0.200. (3) The reactants are [Cl:1][C:2]1[C:3]2[N:11]=[CH:10][C:9]([O:12][CH2:13][C:14]3O[CH:16]=[CH:17][N:18]=3)=[CH:8][C:4]=2[N:5]=[CH:6][N:7]=1.[CH3:19][C:20]1[O:21]C(C)=C(COC2C=NC3C(=O)NC=NC=3C=2)N=1. No catalyst specified. The product is [Cl:1][C:2]1[C:3]2[N:11]=[CH:10][C:9]([O:12][CH2:13][C:14]3[N:18]=[C:17]([CH3:16])[O:21][C:20]=3[CH3:19])=[CH:8][C:4]=2[N:5]=[CH:6][N:7]=1. The yield is 0.860. (4) The reactants are [CH3:1][N:2]1[C:6]([N+:7]([O-:9])=[O:8])=[C:5]([C:10]([OH:12])=O)[CH:4]=[N:3]1.C(Cl)(C(Cl)=O)=O.[F:19][C:20]1[CH:21]=[C:22]([CH:26]=[CH:27][CH:28]=1)[CH2:23][CH2:24][NH2:25]. The catalyst is N1C=CC=CC=1.C(Cl)Cl. The product is [F:19][C:20]1[CH:21]=[C:22]([CH2:23][CH2:24][NH:25][C:10]([C:5]2[CH:4]=[N:3][N:2]([CH3:1])[C:6]=2[N+:7]([O-:9])=[O:8])=[O:12])[CH:26]=[CH:27][CH:28]=1. The yield is 0.650. (5) The reactants are [Br:1][C:2]1[C:3]([N:19]([CH3:24])[S:20]([CH3:23])(=[O:22])=[O:21])=[CH:4][C:5]2[O:9][C:8]([C:10]3[CH2:14][CH2:13][CH2:12][CH:11]=3)=[C:7]([C:15](O)=[O:16])[C:6]=2[CH:18]=1.C1C=CC2N(O)N=[N:31][C:29]=2C=1.CCN=C=NCCCN(C)C.CCN(CC)CC.CN. The catalyst is CN(C=O)C. The product is [Br:1][C:2]1[C:3]([N:19]([CH3:24])[S:20]([CH3:23])(=[O:22])=[O:21])=[CH:4][C:5]2[O:9][C:8]([C:10]3[CH2:14][CH2:13][CH2:12][CH:11]=3)=[C:7]([C:15]([NH:31][CH3:29])=[O:16])[C:6]=2[CH:18]=1. The yield is 0.560. (6) The reactants are C([O:3][C:4]([C:6]1[CH:7]=[C:8]2[C:16](=[CH:17][CH:18]=1)[NH:15][C:14]1[C:13](=[O:19])[NH:12][CH2:11][CH:10]([CH3:20])[C:9]2=1)=[O:5])C.[OH-].[Li+].Cl. The catalyst is O.CO. The product is [CH3:20][CH:10]1[C:9]2[C:8]3[C:16](=[CH:17][CH:18]=[C:6]([C:4]([OH:5])=[O:3])[CH:7]=3)[NH:15][C:14]=2[C:13](=[O:19])[NH:12][CH2:11]1. The yield is 0.980. (7) The reactants are [F:1][C:2]1[CH:3]=[C:4]2[C:8](=[CH:9][CH:10]=1)[NH:7][C:6]([C:11]([OH:13])=O)=[CH:5]2.[CH3:14][N:15]([CH3:31])[CH:16]1[CH2:20][CH2:19][N:18]([C:21]2[S:22][C:23]3[CH:29]=[C:28]([NH2:30])[CH:27]=[CH:26][C:24]=3[N:25]=2)[CH2:17]1. No catalyst specified. The product is [CH3:14][N:15]([CH3:31])[CH:16]1[CH2:20][CH2:19][N:18]([C:21]2[S:22][C:23]3[CH:29]=[C:28]([NH:30][C:11]([C:6]4[NH:7][C:8]5[C:4]([CH:5]=4)=[CH:3][C:2]([F:1])=[CH:10][CH:9]=5)=[O:13])[CH:27]=[CH:26][C:24]=3[N:25]=2)[CH2:17]1. The yield is 0.280. (8) The reactants are [CH2:1]([O:3][C:4]([C:6]1[C:7]([CH3:11])=[N:8][NH:9][CH:10]=1)=[O:5])[CH3:2].[NH:12]1[C:20]2[C:15](=[CH:16][C:17](B(O)O)=[CH:18][CH:19]=2)[CH:14]=[CH:13]1.C([O-])(=O)C.N1C=CC=CC=1. The catalyst is CN(C)C=O. The product is [CH2:1]([O:3][C:4]([C:6]1[C:7]([CH3:11])=[N:8][N:9]([C:17]2[CH:16]=[C:15]3[C:20](=[CH:19][CH:18]=2)[NH:12][CH:13]=[CH:14]3)[CH:10]=1)=[O:5])[CH3:2]. The yield is 0.500. (9) The reactants are Cl.[C:2](Cl)(=[O:9])[C:3]1[CH:8]=[CH:7][N:6]=[CH:5][CH:4]=1.C(N(CC)CC)C.ClCCl.[N:21]1([C:27]2[CH:33]=[CH:32][C:31]([C:34]([F:37])([F:36])[F:35])=[CH:30][C:28]=2[NH2:29])[CH2:26][CH2:25][CH2:24][CH2:23][CH2:22]1. The catalyst is O. The product is [N:21]1([C:27]2[CH:33]=[CH:32][C:31]([C:34]([F:36])([F:37])[F:35])=[CH:30][C:28]=2[NH:29][C:2](=[O:9])[C:3]2[CH:8]=[CH:7][N:6]=[CH:5][CH:4]=2)[CH2:22][CH2:23][CH2:24][CH2:25][CH2:26]1. The yield is 0.863. (10) The reactants are [NH2:1][C:2]1[C:7]([CH3:8])=[C:6]([O:9][CH3:10])[CH:5]=[CH:4][C:3]=1[C:11]([CH3:13])=[O:12].[CH:14]([C:17]1[N:18]=[C:19]([C:22](Cl)=[O:23])[S:20][CH:21]=1)([CH3:16])[CH3:15]. The catalyst is O1CCOCC1. The product is [CH:14]([C:17]1[N:18]=[C:19]([C:22]([NH:1][C:2]2[C:7]([CH3:8])=[C:6]([O:9][CH3:10])[CH:5]=[CH:4][C:3]=2[C:11](=[O:12])[CH3:13])=[O:23])[S:20][CH:21]=1)([CH3:16])[CH3:15]. The yield is 0.900.